From a dataset of Forward reaction prediction with 1.9M reactions from USPTO patents (1976-2016). Predict the product of the given reaction. (1) Given the reactants [H-].[Na+].[CH3:3][O:4][C:5](=[O:10])[CH2:6][C:7]([CH3:9])=[O:8].[Cl:11][C:12]1[CH:17]=[CH:16][C:15](F)=[C:14]([N+:19]([O-:21])=[O:20])[CH:13]=1.Cl, predict the reaction product. The product is: [CH3:3][O:4][C:5](=[O:10])[C:6]([C:15]1[CH:16]=[CH:17][C:12]([Cl:11])=[CH:13][C:14]=1[N+:19]([O-:21])=[O:20])=[C:7]([OH:8])[CH3:9]. (2) Given the reactants [Cl:1][C:2]([F:38])([F:37])[C:3]1[N:7]2[C:8]3[CH:32]=[CH:31][C:30]([C:33]([F:36])([F:35])[F:34])=[CH:29][C:9]=3[C@H:10]([C:19]3[CH:24]=[CH:23][CH:22]=[C:21]([O:25][CH3:26])[C:20]=3[O:27][CH3:28])[O:11][C@@H:12]([CH2:13][C:14]([O:16]CC)=[O:15])[C:6]2=[N:5][N:4]=1.Cl, predict the reaction product. The product is: [Cl:1][C:2]([F:37])([F:38])[C:3]1[N:7]2[C:8]3[CH:32]=[CH:31][C:30]([C:33]([F:36])([F:35])[F:34])=[CH:29][C:9]=3[C@@H:10]([C:19]3[CH:24]=[CH:23][CH:22]=[C:21]([O:25][CH3:26])[C:20]=3[O:27][CH3:28])[O:11][C@H:12]([CH2:13][C:14]([OH:16])=[O:15])[C:6]2=[N:5][N:4]=1. (3) The product is: [OH:17][C:18]1[C:23]([CH3:24])=[C:22]([O:25][CH2:2][CH2:3][CH2:4][CH2:5][N:6]2[CH:10]=[C:9]([C:11]3[CH:16]=[CH:15][CH:14]=[CH:13][CH:12]=3)[N:8]=[CH:7]2)[CH:21]=[CH:20][C:19]=1[C:26](=[O:31])[CH2:27][CH:28]([CH3:29])[CH3:30]. Given the reactants Br[CH2:2][CH2:3][CH2:4][CH2:5][N:6]1[CH:10]=[C:9]([C:11]2[CH:16]=[CH:15][CH:14]=[CH:13][CH:12]=2)[N:8]=[CH:7]1.[OH:17][C:18]1[C:23]([CH3:24])=[C:22]([OH:25])[CH:21]=[CH:20][C:19]=1[C:26](=[O:31])[CH2:27][CH:28]([CH3:30])[CH3:29], predict the reaction product. (4) Given the reactants [C:1](N[C:5]([OH:7])=[O:6])(O)=O.C(OC([NH:15][C:16]1[C:17]([C:30]2[CH:38]=[CH:37][C:33](C([O-])=O)=[C:32]([F:39])[CH:31]=2)=[N:18][C:19]([CH:22]2[CH2:27][CH2:26][C:25](=[O:28])[CH:24]([F:29])[CH2:23]2)=[CH:20][N:21]=1)=O)(C)(C)C.Cl.O1CCOC[CH2:42]1.[C:47](=[O:50])([O-])[O-:48].[Na+].[Na+].[CH2:53]1[CH2:57]OC[CH2:54]1, predict the reaction product. The product is: [NH2:15][C:16]1[C:17]([C:30]2[CH:38]=[CH:37][C:33]([C:5]([O:7][C:53]([CH3:54])([CH3:57])[CH3:42])=[O:6])=[C:32]([F:39])[CH:31]=2)=[N:18][C:19]([C@@H:22]2[CH2:27][CH2:26][C:25](=[O:28])[C@H:24]([F:29])[CH2:23]2)=[CH:20][N:21]=1.[NH2:15][C:16]1[C:17]([C:30]2[CH:38]=[CH:37][C:33]([C:47]([O:48][C:53]([CH3:54])([CH3:57])[CH3:1])=[O:50])=[C:32]([F:39])[CH:31]=2)=[N:18][C:19]([C@H:22]2[CH2:27][CH2:26][C:25](=[O:28])[C@@H:24]([F:29])[CH2:23]2)=[CH:20][N:21]=1. (5) The product is: [C:8]([O:11][CH:12]1[C:13]([O:50][CH:51]([O:53][CH2:54][CH3:55])[CH3:52])([CH3:49])[CH2:14][CH2:15][CH:16]([O:6][C:5](=[O:7])[CH2:4][O:3][CH2:1][CH3:2])[CH2:17][C:18]([O:20][CH:21](/[C:26](/[CH3:47])=[CH:27]/[CH:28]=[CH:29]/[CH:30]([CH3:46])[CH2:31][CH:32]2[O:45][CH:33]2[CH:34]([CH3:44])[CH:35]([O:38][CH:39]([O:41][CH2:42][CH3:43])[CH3:40])[CH2:36][CH3:37])[CH:22]([CH3:25])[CH:23]=[CH:24]1)=[O:19])(=[O:10])[CH3:9]. Given the reactants [CH2:1]([O:3][CH2:4][C:5]([OH:7])=[O:6])[CH3:2].[C:8]([O:11][CH:12]1[C:13]([O:50][CH:51]([O:53][CH2:54][CH3:55])[CH3:52])([CH3:49])[CH2:14][CH2:15][CH:16](O)[CH2:17][C:18]([O:20][CH:21](/[C:26](/[CH3:47])=[CH:27]/[CH:28]=[CH:29]/[CH:30]([CH3:46])[CH2:31][CH:32]2[O:45][CH:33]2[CH:34]([CH3:44])[CH:35]([O:38][CH:39]([O:41][CH2:42][CH3:43])[CH3:40])[CH2:36][CH3:37])[CH:22]([CH3:25])[CH:23]=[CH:24]1)=[O:19])(=[O:10])[CH3:9].C1(N=C=NC2CCCCC2)CCCCC1.CN(C1C=CC=CN=1)C, predict the reaction product. (6) Given the reactants [CH3:1][N:2]([CH3:21])[C:3]1[N:8]=[C:7]([CH3:9])[C:6]([CH2:10][C:11]([O:13][CH3:14])=[O:12])=[C:5]([C:15]2[CH:20]=[CH:19][CH:18]=[CH:17][CH:16]=2)[N:4]=1.[Li+].C[Si]([N-][Si](C)(C)C)(C)C.I[CH2:33][CH2:34][CH3:35], predict the reaction product. The product is: [CH3:21][N:2]([CH3:1])[C:3]1[N:8]=[C:7]([CH3:9])[C:6]([CH:10]([CH2:33][CH2:34][CH3:35])[C:11]([O:13][CH3:14])=[O:12])=[C:5]([C:15]2[CH:20]=[CH:19][CH:18]=[CH:17][CH:16]=2)[N:4]=1. (7) Given the reactants [CH:1]12[CH2:6][CH:5]1[CH2:4][N:3]([C:7]1[CH:12]=[CH:11][C:10]([N+:13]([O-])=O)=[CH:9][N:8]=1)[CH2:2]2, predict the reaction product. The product is: [CH:1]12[CH2:6][CH:5]1[CH2:4][N:3]([C:7]1[CH:12]=[CH:11][C:10]([NH2:13])=[CH:9][N:8]=1)[CH2:2]2. (8) Given the reactants [Br:1][C:2]1[C:3]([F:12])=[C:4]2[C:10]([NH2:11])=[CH:9][NH:8][C:5]2=[N:6][CH:7]=1.[N:13]1[CH:18]=[CH:17][N:16]=[CH:15][C:14]=1[C:19](O)=[O:20].C1N(P(Cl)(N2C(=O)OCC2)=O)C(=O)OC1.C(N(CC)CC)C.[Li+].[OH-], predict the reaction product. The product is: [Br:1][C:2]1[C:3]([F:12])=[C:4]2[C:10]([NH:11][C:19]([C:14]3[CH:15]=[N:16][CH:17]=[CH:18][N:13]=3)=[O:20])=[CH:9][NH:8][C:5]2=[N:6][CH:7]=1. (9) The product is: [NH:1]([C:17]([O:19][CH2:20][C:21]1[CH:26]=[CH:25][CH:24]=[CH:23][CH:22]=1)=[O:18])[C@H:2]([C:14]([N:61]1[CH2:69][CH2:68][CH2:67][C@H:62]1[C:63]([O:65][CH3:66])=[O:64])=[O:16])[CH2:3][CH2:4][CH2:5][NH:6][C:7]([O:9][C:10]([CH3:11])([CH3:12])[CH3:13])=[O:8]. Given the reactants [NH:1]([C:17]([O:19][CH2:20][C:21]1[CH:26]=[CH:25][CH:24]=[CH:23][CH:22]=1)=[O:18])[C@H:2]([C:14]([OH:16])=O)[CH2:3][CH2:4][CH2:5][NH:6][C:7]([O:9][C:10]([CH3:13])([CH3:12])[CH3:11])=[O:8].CCN(C(C)C)C(C)C.CN(C(ON1N=NC2C=CC=CC1=2)=[N+](C)C)C.F[P-](F)(F)(F)(F)F.Cl.[NH:61]1[CH2:69][CH2:68][CH2:67][C@H:62]1[C:63]([O:65][CH3:66])=[O:64], predict the reaction product.